Dataset: Catalyst prediction with 721,799 reactions and 888 catalyst types from USPTO. Task: Predict which catalyst facilitates the given reaction. Reactant: [CH2:1]([O:3][CH:4]([O:20][CH2:21][CH3:22])[C:5]1[O:13][C:12]2[C:11]([N:14]3[CH2:19][CH2:18][NH:17][CH2:16][CH2:15]3)=[CH:10][N:9]=[CH:8][C:7]=2[CH:6]=1)[CH3:2].C(N(CC)CC)C.[CH:30]([S:33](Cl)(=[O:35])=[O:34])([CH3:32])[CH3:31]. Product: [CH2:21]([O:20][CH:4]([O:3][CH2:1][CH3:2])[C:5]1[O:13][C:12]2[C:11]([N:14]3[CH2:19][CH2:18][N:17]([S:33]([CH:30]([CH3:32])[CH3:31])(=[O:35])=[O:34])[CH2:16][CH2:15]3)=[CH:10][N:9]=[CH:8][C:7]=2[CH:6]=1)[CH3:22]. The catalyst class is: 9.